Dataset: Reaction yield outcomes from USPTO patents with 853,638 reactions. Task: Predict the reaction yield, written as a fraction of the theoretical maximum amount of product (1.0 means a 100% yield; for example, 0.34 means a 34% yield). The reactants are Br[CH2:2][C:3]1[CH:8]=[CH:7][C:6]([N+:9]([O-:11])=[O:10])=[CH:5][CH:4]=1.[C:12]1(=[O:22])[NH:16][C:15](=[O:17])[C:14]2=[CH:18][CH:19]=[CH:20][CH:21]=[C:13]12.[K].CN(C)C=O. No catalyst specified. The product is [N+:9]([C:6]1[CH:7]=[CH:8][C:3]([CH2:2][N:16]2[C:12](=[O:22])[C:13]3[C:14](=[CH:18][CH:19]=[CH:20][CH:21]=3)[C:15]2=[O:17])=[CH:4][CH:5]=1)([O-:11])=[O:10]. The yield is 0.990.